Task: Predict the reaction yield, written as a fraction of the theoretical maximum amount of product (1.0 means a 100% yield; for example, 0.34 means a 34% yield).. Dataset: Reaction yield outcomes from USPTO patents with 853,638 reactions (1) The reactants are [Cl:1][C:2]1[CH:7]=[CH:6][C:5]([CH:8]([C:15]2[CH:20]=[CH:19][CH:18]=[CH:17][CH:16]=2)[N:9]2[CH2:14][CH2:13][NH:12][CH2:11][CH2:10]2)=[CH:4][CH:3]=1.Cl[CH2:22][CH2:23][O:24][CH2:25][C:26]([NH2:28])=[O:27].C(=O)([O-])[O-].[Na+].[Na+].C. The catalyst is [I-].[K+].C1(C)C=CC=CC=1. The product is [Cl:1][C:2]1[CH:3]=[CH:4][C:5]([CH:8]([C:15]2[CH:16]=[CH:17][CH:18]=[CH:19][CH:20]=2)[N:9]2[CH2:10][CH2:11][N:12]([CH2:22][CH2:23][O:24][CH2:25][C:26]([NH2:28])=[O:27])[CH2:13][CH2:14]2)=[CH:6][CH:7]=1. The yield is 0.796. (2) The reactants are [N:1]([CH2:4][C@@H:5]([NH:12][C:13]([O:15][C:16]([CH3:19])([CH3:18])[CH3:17])=[O:14])[CH2:6][CH2:7][C:8](OC)=[O:9])=[N+]=[N-].[H][H]. The catalyst is CO.[Pd]. The product is [O:9]=[C:8]1[NH:1][CH2:4][C@@H:5]([NH:12][C:13]([O:15][C:16]([CH3:19])([CH3:18])[CH3:17])=[O:14])[CH2:6][CH2:7]1. The yield is 0.990. (3) The reactants are C(OC([N:8]1[C:20]2[CH2:19][CH:18]([C:21]([S:27]([C:30]3[CH:35]=[CH:34][CH:33]=[CH:32][CH:31]=3)(=[O:29])=[O:28])([F:26])[C:22](=[O:25])[NH:23][CH3:24])[CH2:17][CH2:16][C:15]=2[C:14]2[C:9]1=[CH:10][CH:11]=[C:12]([Cl:36])[CH:13]=2)=O)(C)(C)C.[H-].[Na+].Br[CH2:40][C:41]1[CH:46]=[CH:45][CH:44]=[CH:43][CH:42]=1. The catalyst is C1COCC1. The product is [C:30]1([S:27]([C:21]([CH:18]2[CH2:17][CH2:16][C:15]3[C:14]4[C:9](=[CH:10][CH:11]=[C:12]([Cl:36])[CH:13]=4)[NH:8][C:20]=3[CH2:19]2)([F:26])[C:22]([N:23]([CH2:40][C:41]2[CH:46]=[CH:45][CH:44]=[CH:43][CH:42]=2)[CH3:24])=[O:25])(=[O:28])=[O:29])[CH:31]=[CH:32][CH:33]=[CH:34][CH:35]=1. The yield is 0.600. (4) The reactants are [CH2:1]([N:3]1[C:12]2[C:7](=[CH:8][C:9]([O:16]C)=[C:10]([O:14]C)[C:11]=2[F:13])[C:6](=[O:18])[C:5]([C:19]([O:21]CC)=[O:20])=[CH:4]1)[CH3:2].B(Br)(Br)Br. The catalyst is ClCCl.CCO. The product is [CH2:1]([N:3]1[C:12]2[C:7](=[CH:8][C:9]([OH:16])=[C:10]([OH:14])[C:11]=2[F:13])[C:6](=[O:18])[C:5]([C:19]([OH:21])=[O:20])=[CH:4]1)[CH3:2]. The yield is 0.910. (5) The reactants are [CH2:1]([O:3][C:4]1[CH:5]=[C:6]([CH:12]([N:17]2[C:21](=[O:22])[C:20]3=[CH:23][C:24]([CH3:27])=[CH:25][CH:26]=[C:19]3[C:18]2=[O:28])[CH2:13][C:14](O)=[O:15])[CH:7]=[CH:8][C:9]=1[O:10][CH3:11])[CH3:2].Cl.[NH2:30][OH:31]. The catalyst is O1CCCC1. The product is [CH2:1]([O:3][C:4]1[CH:5]=[C:6]([CH:12]([N:17]2[C:21](=[O:22])[C:20]3=[CH:23][C:24]([CH3:27])=[CH:25][CH:26]=[C:19]3[C:18]2=[O:28])[CH2:13][C:14]([NH:30][OH:31])=[O:15])[CH:7]=[CH:8][C:9]=1[O:10][CH3:11])[CH3:2]. The yield is 0.880. (6) The reactants are [O:1]1C2C=CC=C[C:4]=2[CH:3]=[C:2]1C(C=O)C(OCC)=O.[NH2:18][C:19]1[CH:24]=[CH:23][CH:22]=[CH:21][CH:20]=1.C(O)(=O)C. The catalyst is C(O)C. The product is [NH:18]1[C:19]2[C:24](=[CH:23][CH:22]=[CH:21][CH:20]=2)[C:2](=[O:1])[CH:3]=[CH:4]1. The yield is 0.740. (7) The reactants are [Cl:1][C:2]1[CH:3]=[C:4]([C:12]2[O:16][N:15]=[C:14]([C:17]3[CH:18]=[CH:19][C:20]([CH2:25][N:26]4[CH2:29][CH:28]([C:30]([O:32]C)=[O:31])[CH2:27]4)=[N:21][C:22]=3[CH2:23][CH3:24])[N:13]=2)[CH:5]=[CH:6][C:7]=1[CH2:8][CH:9]([CH3:11])[CH3:10].[OH-].[Na+]. No catalyst specified. The product is [Cl:1][C:2]1[CH:3]=[C:4]([C:12]2[O:16][N:15]=[C:14]([C:17]3[CH:18]=[CH:19][C:20]([CH2:25][N:26]4[CH2:27][CH:28]([C:30]([OH:32])=[O:31])[CH2:29]4)=[N:21][C:22]=3[CH2:23][CH3:24])[N:13]=2)[CH:5]=[CH:6][C:7]=1[CH2:8][CH:9]([CH3:10])[CH3:11]. The yield is 0.710. (8) The reactants are Br[NH-].Br[CH2:4][C@@:5]([OH:22])([CH3:21])[C:6]([NH:8][C:9]1[CH:14]=[CH:13][C:12]([C:15]#[N:16])=[C:11]([C:17]([F:20])([F:19])[F:18])[CH:10]=1)=[O:7].C([O-])([O-])=O.[K+].[K+].[F:29][C:30]1[CH:37]=[C:36]([OH:38])[CH:35]=[CH:34][C:31]=1[C:32]#[N:33]. The catalyst is CC(C)=O.CC(O)C.O. The product is [C:15]([C:12]1[CH:13]=[CH:14][C:9]([NH:8][C:6](=[O:7])[C@:5]([OH:22])([CH3:21])[CH2:4][O:38][C:36]2[CH:35]=[CH:34][C:31]([C:32]#[N:33])=[C:30]([F:29])[CH:37]=2)=[CH:10][C:11]=1[C:17]([F:20])([F:19])[F:18])#[N:16]. The yield is 0.230.